From a dataset of Forward reaction prediction with 1.9M reactions from USPTO patents (1976-2016). Predict the product of the given reaction. (1) Given the reactants [CH2:1]([N:3]([CH:14]1[CH2:19][CH2:18][O:17][CH2:16][CH2:15]1)[C:4]1[C:5]([CH3:13])=[C:6]([C:9]([O:11][CH3:12])=[O:10])[S:7][CH:8]=1)[CH3:2].C1C(=O)N([Cl:27])C(=O)C1, predict the reaction product. The product is: [Cl:27][C:8]1[S:7][C:6]([C:9]([O:11][CH3:12])=[O:10])=[C:5]([CH3:13])[C:4]=1[N:3]([CH2:1][CH3:2])[CH:14]1[CH2:19][CH2:18][O:17][CH2:16][CH2:15]1. (2) The product is: [CH:1]12[O:8][CH:5]([CH2:6][CH2:7]1)[CH2:4][CH:3]([O:9][C:10]1[CH:19]=[C:18]3[C:13]([C:14]([NH:20][C:21]4[CH:26]=[CH:25][C:24]([F:27])=[C:23]([Cl:28])[CH:22]=4)=[N:15][CH:16]=[N:17]3)=[CH:12][C:11]=1[NH:29][C:30](=[O:35])/[CH:31]=[CH:32]/[CH2:33][N:36]1[CH2:41][CH2:40][CH2:39][CH2:38][CH2:37]1)[CH2:2]2. Given the reactants [CH:1]12[O:8][CH:5]([CH2:6][CH2:7]1)[CH2:4][CH:3]([O:9][C:10]1[CH:19]=[C:18]3[C:13]([C:14]([NH:20][C:21]4[CH:26]=[CH:25][C:24]([F:27])=[C:23]([Cl:28])[CH:22]=4)=[N:15][CH:16]=[N:17]3)=[CH:12][C:11]=1[NH:29][C:30](=[O:35])/[CH:31]=[CH:32]/[CH2:33]Br)[CH2:2]2.[NH:36]1[CH2:41][CH2:40][CH2:39][CH2:38][CH2:37]1.C(=O)([O-])[O-].[Cs+].[Cs+].O, predict the reaction product. (3) Given the reactants [CH:1]1([C:4]2[CH:5]=[CH:6][C:7]([C:15]([NH:17][C:18]([CH2:24][CH3:25])([CH2:22][CH3:23])[C:19]([OH:21])=O)=[O:16])=[N:8][C:9]=2[O:10][CH2:11][CH:12]2[CH2:14][CH2:13]2)[CH2:3][CH2:2]1.Cl.[F:27][C:28]1([F:32])[CH2:31][NH:30][CH2:29]1, predict the reaction product. The product is: [F:27][C:28]1([F:32])[CH2:31][N:30]([C:19]([C:18]([NH:17][C:15]([C:7]2[CH:6]=[CH:5][C:4]([CH:1]3[CH2:3][CH2:2]3)=[C:9]([O:10][CH2:11][CH:12]3[CH2:14][CH2:13]3)[N:8]=2)=[O:16])([CH2:24][CH3:25])[CH2:22][CH3:23])=[O:21])[CH2:29]1. (4) Given the reactants [CH2:1]([N:8]([CH3:17])[CH2:9][CH2:10][CH:11]1[CH2:16][CH2:15][NH:14][CH2:13][CH2:12]1)[C:2]1[CH:7]=[CH:6][CH:5]=[CH:4][CH:3]=1.Br.Br[C:20]1[CH:25]=[CH:24][N:23]=[CH:22][CH:21]=1.CCN(C(C)C)C(C)C, predict the reaction product. The product is: [CH2:1]([N:8]([CH3:17])[CH2:9][CH2:10][CH:11]1[CH2:16][CH2:15][N:14]([C:20]2[CH:25]=[CH:24][N:23]=[CH:22][CH:21]=2)[CH2:13][CH2:12]1)[C:2]1[CH:7]=[CH:6][CH:5]=[CH:4][CH:3]=1. (5) Given the reactants CC1(C)C(C)(C)OB([C:9]2[CH:14]=[CH:13][C:12]([OH:15])=[CH:11][CH:10]=2)O1.[NH2:17][C:18]1[C:19]([C:25]([NH:27][C:28]2[CH:29]=[N:30][CH:31]=[CH:32][CH:33]=2)=[O:26])=[N:20][C:21](Br)=[CH:22][N:23]=1.C([O-])([O-])=O.[Na+].[Na+].C(Cl)Cl, predict the reaction product. The product is: [NH2:17][C:18]1[C:19]([C:25]([NH:27][C:28]2[CH:29]=[N:30][CH:31]=[CH:32][CH:33]=2)=[O:26])=[N:20][C:21]([C:9]2[CH:10]=[CH:11][C:12]([OH:15])=[CH:13][CH:14]=2)=[CH:22][N:23]=1.